This data is from Catalyst prediction with 721,799 reactions and 888 catalyst types from USPTO. The task is: Predict which catalyst facilitates the given reaction. Reactant: Cl[C:2]1[C:3]2[CH:14]=[CH:13][CH:12]=[CH:11][C:4]=2[N:5]([CH3:10])[C:6](=[O:9])[CH2:7][N:8]=1.[CH3:15][O:16][C:17]([C:19]1[CH:24]=[CH:23][C:22](B(O)O)=[CH:21][CH:20]=1)=[O:18].[C:28](=O)([O-])[O-].[Na+].[Na+].C(OCC)(=O)C. Product: [CH3:10][N:5]1[C:4]2[CH:11]=[CH:12][CH:13]=[CH:14][C:3]=2[C:2]([C:22]2[CH:23]=[CH:24][C:19]([C:17]([O:16][CH2:15][CH3:28])=[O:18])=[CH:20][CH:21]=2)=[N:8][CH2:7][C:6]1=[O:9]. The catalyst class is: 837.